This data is from Forward reaction prediction with 1.9M reactions from USPTO patents (1976-2016). The task is: Predict the product of the given reaction. Given the reactants [OH-].[K+].[Cl:3][C:4]1[CH:9]=[CH:8][CH:7]=[CH:6][C:5]=1[C:10]#[C:11][Si](C)(C)C.C(OCC)(=O)C.Cl, predict the reaction product. The product is: [Cl:3][C:4]1[CH:9]=[CH:8][CH:7]=[CH:6][C:5]=1[C:10]#[CH:11].